This data is from Reaction yield outcomes from USPTO patents with 853,638 reactions. The task is: Predict the reaction yield, written as a fraction of the theoretical maximum amount of product (1.0 means a 100% yield; for example, 0.34 means a 34% yield). (1) The reactants are [C:1]([C:4]1[C:5]([NH:25][C:26]2[CH:31]=[CH:30][CH:29]=[CH:28][C:27]=2[NH:32]C(=O)OC(C)(C)C)=[N:6][C:7]([NH:10][C:11]2[CH:16]=[CH:15][C:14]([N:17]3[CH2:22][CH2:21][O:20][CH2:19][CH2:18]3)=[CH:13][C:12]=2[O:23][CH3:24])=[N:8][CH:9]=1)(=[O:3])[CH3:2].CO. The catalyst is C(Cl)Cl.C(O)(C(F)(F)F)=O. The product is [NH2:32][C:27]1[CH:28]=[CH:29][CH:30]=[CH:31][C:26]=1[NH:25][C:5]1[C:4]([C:1](=[O:3])[CH3:2])=[CH:9][N:8]=[C:7]([NH:10][C:11]2[CH:16]=[CH:15][C:14]([N:17]3[CH2:22][CH2:21][O:20][CH2:19][CH2:18]3)=[CH:13][C:12]=2[O:23][CH3:24])[N:6]=1. The yield is 0.980. (2) The reactants are Cl[C:2]1[CH:7]=[CH:6][N:5]=[C:4]2[CH:8]=[C:9]([C:11]3[N:12]([CH3:16])[CH:13]=[CH:14][N:15]=3)[S:10][C:3]=12.[CH3:17][NH:18][C:19]([C:21]1[C:22]2[CH:30]=[CH:29][C:28](O)=[CH:27][C:23]=2[O:24][C:25]=1[CH3:26])=[O:20].C([O-])([O-])=[O:33].[Cs+].[Cs+]. No catalyst specified. The product is [CH3:17][NH:18][C:19]([C:21]1[C:22]2[C:30]([O:33][C:2]3[CH:7]=[CH:6][N:5]=[C:4]4[CH:8]=[C:9]([C:11]5[N:12]([CH3:16])[CH:13]=[CH:14][N:15]=5)[S:10][C:3]=34)=[CH:29][CH:28]=[CH:27][C:23]=2[O:24][C:25]=1[CH3:26])=[O:20]. The yield is 0.510. (3) The reactants are CN(C(ON1N=NC2C=CC=NC1=2)=[N+](C)C)C.F[P-](F)(F)(F)(F)F.[C:25]([O:29][C:30]([NH:32][C:33]([NH:48][C:49]([O:51][C:52]([CH3:55])([CH3:54])[CH3:53])=[O:50])([CH2:37][CH2:38][CH2:39][NH:40][CH:41]([C:43]([O:45][CH2:46][CH3:47])=[O:44])[CH3:42])[C:34]([OH:36])=O)=[O:31])([CH3:28])([CH3:27])[CH3:26].CN1CCOCC1. The product is [CH2:46]([O:45][C:43](=[O:44])[CH:41]([N:40]1[CH2:39][CH2:38][CH2:37][C:33]([NH:48][C:49]([O:51][C:52]([CH3:55])([CH3:53])[CH3:54])=[O:50])([NH:32][C:30]([O:29][C:25]([CH3:27])([CH3:26])[CH3:28])=[O:31])[C:34]1=[O:36])[CH3:42])[CH3:47]. The yield is 0.860. The catalyst is CN(C)C=O. (4) The reactants are [N:1]([C:4]([C:7]1[CH:8]=[CH:9][C:10]2[C:11]3[N:32]=[CH:31][C:30]([C:33]4[N:37]([CH3:38])[N:36]=[N:35][C:34]=4[CH3:39])=[CH:29][C:12]=3[N:13]([CH:16]([C:23]3[CH:28]=[CH:27][CH:26]=[CH:25][CH:24]=3)[CH:17]3[CH2:22][CH2:21][O:20][CH2:19][CH2:18]3)[C:14]=2[CH:15]=1)([CH3:6])[CH3:5])=[N+]=[N-].[H][H]. The catalyst is [Pd].CO. The product is [CH3:39][C:34]1[N:35]=[N:36][N:37]([CH3:38])[C:33]=1[C:30]1[CH:31]=[N:32][C:11]2[C:10]3[CH:9]=[CH:8][C:7]([C:4]([NH2:1])([CH3:6])[CH3:5])=[CH:15][C:14]=3[N:13]([CH:16]([CH:17]3[CH2:22][CH2:21][O:20][CH2:19][CH2:18]3)[C:23]3[CH:24]=[CH:25][CH:26]=[CH:27][CH:28]=3)[C:12]=2[CH:29]=1. The yield is 0.860. (5) The reactants are [CH2:1]([N:3]([CH2:6][C:7]1[CH:12]=[CH:11][N:10]=[C:9]([F:13])[C:8]=1[CH:14]=O)[CH2:4][CH3:5])[CH3:2].Cl.[NH2:17][OH:18].C([O-])(=O)C.[K+]. The catalyst is CO.O. The product is [CH2:1]([N:3]([CH2:6][C:7]1[CH:12]=[CH:11][N:10]=[C:9]([F:13])[C:8]=1[CH:14]=[N:17][OH:18])[CH2:4][CH3:5])[CH3:2]. The yield is 0.810.